From a dataset of Catalyst prediction with 721,799 reactions and 888 catalyst types from USPTO. Predict which catalyst facilitates the given reaction. (1) Reactant: [CH:1]([C:3]1[S:7]/[C:6](=[N:8]\[CH3:9])/[N:5]([CH3:10])[C:4]=1[CH2:11][N:12]1[CH2:17][CH2:16][N:15]([C:18]([O:20][C:21]([CH3:24])([CH3:23])[CH3:22])=[O:19])[CH2:14][CH2:13]1)=O.[NH:25]1[CH2:30][CH2:29][O:28][CH2:27][CH2:26]1.C(=O)([O-])[O-].[K+].[K+]. Product: [CH3:10][N:5]1[C:4]([CH2:11][N:12]2[CH2:13][CH2:14][N:15]([C:18]([O:20][C:21]([CH3:22])([CH3:23])[CH3:24])=[O:19])[CH2:16][CH2:17]2)=[C:3]([CH2:1][N:25]2[CH2:30][CH2:29][O:28][CH2:27][CH2:26]2)[S:7]/[C:6]/1=[N:8]\[CH3:9]. The catalyst class is: 478. (2) Reactant: Cl.[C:2]([O:6][C:7](=[O:11])[CH2:8][NH:9][CH3:10])([CH3:5])([CH3:4])[CH3:3].[CH2:12](N(CC)CC)C.BrC[C:21]1[CH:22]=[C:23]([CH:26]=[CH:27][CH:28]=1)[C:24]#[N:25].O. Product: [C:24]([C:23]1[CH:22]=[C:21]([CH:28]=[CH:27][CH:26]=1)[CH2:10][N:9]([CH2:8][C:7]([O:6][C:2]([CH3:5])([CH3:4])[CH3:3])=[O:11])[CH3:12])#[N:25]. The catalyst class is: 10. (3) Reactant: Cl.[NH2:2][CH2:3][CH2:4][CH2:5][NH:6][C:7]([C:9]1[CH:13]=[C:12]([C:14]2[CH:19]=[CH:18][CH:17]=[CH:16][CH:15]=2)[O:11][N:10]=1)=[O:8].O=C1CCC(=O)N1[CH:27]([CH2:31][CH2:32][CH2:33][C@H:34]1[C@@H:41]2[C@@H:37]([NH:38][C:39](=[O:42])[NH:40]2)[CH2:36][S:35]1)[C:28]([O-])=[O:29].CCN(C(C)C)C(C)C. The catalyst class is: 3. Product: [O:42]=[C:39]1[NH:38][C@H:37]2[CH2:36][S:35][C@@H:34]([CH2:33][CH2:32][CH2:31][CH2:27][C:28]([NH:2][CH2:3][CH2:4][CH2:5][NH:6][C:7]([C:9]3[CH:13]=[C:12]([C:14]4[CH:19]=[CH:18][CH:17]=[CH:16][CH:15]=4)[O:11][N:10]=3)=[O:8])=[O:29])[C@H:41]2[NH:40]1. (4) Reactant: [F:1][CH2:2][C:3](OC)=[O:4].O([Si](C)(C)C)[K].Cl.[O:14]1[C:18]2[CH:19]=[CH:20][CH:21]=[C:22]([CH:23]3[CH2:28][CH2:27][N:26]([CH2:29][CH2:30][C@H:31]4[CH2:36][CH2:35][C@H:34]([NH2:37])[CH2:33][CH2:32]4)[CH2:25][CH2:24]3)[C:17]=2[O:16][CH2:15]1.C(N(CC)C(C)C)(C)C.CN(C(ON1N=NC2C=CC=CC1=2)=[N+](C)C)C.[B-](F)(F)(F)F.C([O-])(O)=O.[Na+]. Product: [O:14]1[C:18]2[CH:19]=[CH:20][CH:21]=[C:22]([CH:23]3[CH2:28][CH2:27][N:26]([CH2:29][CH2:30][C@H:31]4[CH2:32][CH2:33][C@H:34]([NH:37][C:3](=[O:4])[CH2:2][F:1])[CH2:35][CH2:36]4)[CH2:25][CH2:24]3)[C:17]=2[O:16][CH2:15]1. The catalyst class is: 12. (5) Reactant: [S:1]([N:11]1[CH2:14][C:13](=[O:15])[CH2:12]1)([C:4]1[CH:10]=[CH:9][C:7]([CH3:8])=[CH:6][CH:5]=1)(=[O:3])=[O:2].[CH3:16][CH2:17][CH2:18][C:19]#[C:20][CH2:21][CH2:22][CH3:23]. Product: [CH2:18]([C:19]1[C:13](=[O:15])[CH2:12][N:11]([S:1]([C:4]2[CH:10]=[CH:9][C:7]([CH3:8])=[CH:6][CH:5]=2)(=[O:3])=[O:2])[CH2:14][C:20]=1[CH2:21][CH2:22][CH3:23])[CH2:17][CH3:16]. The catalyst class is: 11.